The task is: Predict which catalyst facilitates the given reaction.. This data is from Catalyst prediction with 721,799 reactions and 888 catalyst types from USPTO. (1) Reactant: [CH2:1]([N:3]1[C:12]2[C:7](=[CH:8][C:9]([NH:13][C:14](=[O:22])[CH2:15][CH:16]([CH3:21])[CH2:17][C:18](O)=[O:19])=[CH:10][CH:11]=2)[C:6](=[O:23])[N:5]([CH2:24][CH3:25])[C:4]1=[O:26])[CH3:2].CSC.B.O. Product: [CH2:1]([N:3]1[C:12]2[C:7](=[CH:8][C:9]([NH:13][C:14](=[O:22])[CH2:15][CH:16]([CH3:21])[CH2:17][CH2:18][OH:19])=[CH:10][CH:11]=2)[C:6](=[O:23])[N:5]([CH2:24][CH3:25])[C:4]1=[O:26])[CH3:2]. The catalyst class is: 1. (2) Reactant: [F:1][C:2]1[CH:7]=[CH:6][C:5]([Mg]Br)=[CH:4][CH:3]=1.Cl[C:11]1[C:20]2[C:15](=[CH:16][C:17]([Cl:21])=[CH:18][CH:19]=2)[N:14]=[CH:13][CH:12]=1. Product: [Cl:21][C:17]1[CH:16]=[C:15]2[C:20]([C:11]([C:5]3[CH:6]=[CH:7][C:2]([F:1])=[CH:3][CH:4]=3)=[CH:12][CH:13]=[N:14]2)=[CH:19][CH:18]=1. The catalyst class is: 176. (3) Reactant: [F:1][C:2]([F:48])([F:47])[CH:3]([NH:36]C(=O)OCC1C=CC=CC=1)[C:4]([NH:6][C@@:7]([C:22]1[CH:27]=[C:26]([O:28][C:29]([F:34])([F:33])[CH:30]([F:32])[F:31])[CH:25]=[C:24]([F:35])[CH:23]=1)([C:15]1[CH:20]=[CH:19][C:18]([F:21])=[CH:17][CH:16]=1)[CH2:8][C:9]1[CH:14]=[CH:13][CH:12]=[CH:11][CH:10]=1)=[O:5].[Si](I)(C)(C)C. Product: [NH2:36][CH:3]([C:2]([F:47])([F:48])[F:1])[C:4]([NH:6][C@@:7]([C:22]1[CH:27]=[C:26]([O:28][C:29]([F:34])([F:33])[CH:30]([F:32])[F:31])[CH:25]=[C:24]([F:35])[CH:23]=1)([C:15]1[CH:16]=[CH:17][C:18]([F:21])=[CH:19][CH:20]=1)[CH2:8][C:9]1[CH:10]=[CH:11][CH:12]=[CH:13][CH:14]=1)=[O:5]. The catalyst class is: 2. (4) Reactant: [CH3:1][C:2]1[CH:7]=[C:6]([CH2:8][CH:9]2[CH2:14][CH2:13][NH:12][CH2:11][CH2:10]2)[CH:5]=[CH:4][C:3]=1[C:15]1[C:16]2[CH:23]=[C:22]([CH2:24][O:25][C:26]3[CH:31]=[CH:30][C:29]([C@@H:32]([C:39]#[C:40][CH3:41])[CH2:33][C:34]([O:36]CC)=[O:35])=[CH:28][CH:27]=3)[CH:21]=[CH:20][C:17]=2[S:18][CH:19]=1.[Li+].[OH-].Cl. Product: [CH3:1][C:2]1[CH:7]=[C:6]([CH2:8][CH:9]2[CH2:10][CH2:11][NH:12][CH2:13][CH2:14]2)[CH:5]=[CH:4][C:3]=1[C:15]1[C:16]2[CH:23]=[C:22]([CH2:24][O:25][C:26]3[CH:27]=[CH:28][C:29]([C@@H:32]([C:39]#[C:40][CH3:41])[CH2:33][C:34]([OH:36])=[O:35])=[CH:30][CH:31]=3)[CH:21]=[CH:20][C:17]=2[S:18][CH:19]=1. The catalyst class is: 20. (5) Reactant: [CH3:1][C:2]([CH3:29])([CH3:28])[C:3]([O:5][C:6]1[CH:15]=[C:14]2[C:9]([C:10]([CH2:17][C:18](=[O:27])[NH:19][CH2:20][CH2:21][CH2:22][CH2:23][CH2:24][CH2:25][OH:26])=[CH:11][C:12](=[O:16])[O:13]2)=[CH:8][CH:7]=1)=[O:4].C(N(CC)CC)C.[CH:37]([N:40]([CH:48]([CH3:50])[CH3:49])[P:41](Cl)[O:42][CH2:43][CH2:44][C:45]#[N:46])([CH3:39])[CH3:38].CO. Product: [CH3:1][C:2]([CH3:29])([CH3:28])[C:3]([O:5][C:6]1[CH:15]=[C:14]2[C:9]([C:10]([CH2:17][C:18](=[O:27])[NH:19][CH2:20][CH2:21][CH2:22][CH2:23][CH2:24][CH2:25][O:26][P:41]([N:40]([CH:48]([CH3:50])[CH3:49])[CH:37]([CH3:38])[CH3:39])[O:42][CH2:43][CH2:44][C:45]#[N:46])=[CH:11][C:12](=[O:16])[O:13]2)=[CH:8][CH:7]=1)=[O:4]. The catalyst class is: 2. (6) The catalyst class is: 7. Reactant: Br[CH2:2][CH2:3][O:4][CH2:5][C:6]([NH:8][C@H:9]1[CH2:13][CH2:12][N:11]([C:14]([O:16][C:17]([CH3:20])([CH3:19])[CH3:18])=[O:15])[CH2:10]1)=[O:7].[CH3:21][NH:22][CH3:23]. Product: [CH3:21][N:22]([CH3:23])[CH2:2][CH2:3][O:4][CH2:5][C:6]([NH:8][C@H:9]1[CH2:13][CH2:12][N:11]([C:14]([O:16][C:17]([CH3:20])([CH3:19])[CH3:18])=[O:15])[CH2:10]1)=[O:7].